This data is from Catalyst prediction with 721,799 reactions and 888 catalyst types from USPTO. The task is: Predict which catalyst facilitates the given reaction. (1) Reactant: [F:1][C:2]1[CH:3]=[C:4]([CH:47]=[CH:48][CH:49]=1)[CH2:5][N:6]1[C:10]([CH3:11])=[C:9]([C:12]2[C:20]3[C:15](=[N:16][CH:17]=[C:18]([C:21]4[CH:26]=[CH:25][C:24]([N:27]5[CH2:32][CH2:31][N:30]([CH2:33][CH2:34][OH:35])[CH2:29][CH2:28]5)=[CH:23][CH:22]=4)[CH:19]=3)[N:14](S(C3C=CC(C)=CC=3)(=O)=O)[CH:13]=2)[C:8]([CH3:46])=[N:7]1.[OH-].[Li+]. Product: [F:1][C:2]1[CH:3]=[C:4]([CH:47]=[CH:48][CH:49]=1)[CH2:5][N:6]1[C:10]([CH3:11])=[C:9]([C:12]2[C:20]3[C:15](=[N:16][CH:17]=[C:18]([C:21]4[CH:22]=[CH:23][C:24]([N:27]5[CH2:32][CH2:31][N:30]([CH2:33][CH2:34][OH:35])[CH2:29][CH2:28]5)=[CH:25][CH:26]=4)[CH:19]=3)[NH:14][CH:13]=2)[C:8]([CH3:46])=[N:7]1. The catalyst class is: 87. (2) Reactant: [NH2:1][CH:2]1[CH2:8][O:7][C:6]2[N:9]=[CH:10][C:11]([NH:13][C:14](=[O:23])[C:15]3[C:20]([Cl:21])=[CH:19][CH:18]=[CH:17][C:16]=3[Cl:22])=[CH:12][C:5]=2[N:4]([S:24]([C:27]2[CH:28]=[C:29]([CH3:33])[CH:30]=[CH:31][CH:32]=2)(=[O:26])=[O:25])[CH2:3]1.[C:34](OC(=O)C)(=[O:36])[CH3:35]. Product: [C:34]([NH:1][CH:2]1[CH2:8][O:7][C:6]2[N:9]=[CH:10][C:11]([NH:13][C:14](=[O:23])[C:15]3[C:20]([Cl:21])=[CH:19][CH:18]=[CH:17][C:16]=3[Cl:22])=[CH:12][C:5]=2[N:4]([S:24]([C:27]2[CH:28]=[C:29]([CH3:33])[CH:30]=[CH:31][CH:32]=2)(=[O:25])=[O:26])[CH2:3]1)(=[O:36])[CH3:35]. The catalyst class is: 17. (3) Reactant: Br[C:2]1[C:3]([NH:10][CH2:11][CH2:12][C:13]([CH3:16])([CH3:15])[CH3:14])=[N:4][C:5]([C:8]#[N:9])=[N:6][CH:7]=1.C(OC(=O)[NH:23][C:24]1[CH:29]=[CH:28][C:27]([CH2:30][C:31]#[CH:32])=[CH:26][CH:25]=1)(C)(C)C. Product: [NH2:23][C:24]1[CH:29]=[CH:28][C:27]([CH2:30][C:31]2[N:10]([CH2:11][CH2:12][C:13]([CH3:16])([CH3:15])[CH3:14])[C:3]3[N:4]=[C:5]([C:8]#[N:9])[N:6]=[CH:7][C:2]=3[CH:32]=2)=[CH:26][CH:25]=1. The catalyst class is: 3. (4) The catalyst class is: 132. Reactant: [Cl:1][C:2]1[CH:7]=[C:6]([F:8])[CH:5]=[CH:4][C:3]=1[NH:9][S:10]([CH:13]1[CH2:22][CH2:21][C:16]2([O:20][CH2:19][CH2:18][O:17]2)[CH:15]=[C:14]1[C:23]([O:25]CC)=[O:24])(=[O:12])=[O:11].[OH-].[Li+].Cl. Product: [Cl:1][C:2]1[CH:7]=[C:6]([F:8])[CH:5]=[CH:4][C:3]=1[NH:9][S:10]([CH:13]1[CH2:22][CH2:21][C:16]2([O:17][CH2:18][CH2:19][O:20]2)[CH:15]=[C:14]1[C:23]([OH:25])=[O:24])(=[O:12])=[O:11]. (5) Reactant: [C:1]1([C:7](=[O:12])[CH2:8][C:9](=[O:11])[CH3:10])[CH:6]=[CH:5][CH:4]=[CH:3][CH:2]=1.[H-].[Na+].[Li+].[CH3:16][CH:17]([N-]C(C)C)[CH3:18].[Li]CCCC.C(NC(C)C)(C)C.BrCC=C. Product: [C:1]1([C:7](=[O:12])[CH2:8][C:9](=[O:11])[CH2:10][CH2:18][CH:17]=[CH2:16])[CH:6]=[CH:5][CH:4]=[CH:3][CH:2]=1. The catalyst class is: 1.